This data is from Full USPTO retrosynthesis dataset with 1.9M reactions from patents (1976-2016). The task is: Predict the reactants needed to synthesize the given product. (1) Given the product [CH3:1][O:2][CH2:3][C:4]1([CH2:7][S:8]([C:11]2[CH:16]=[CH:15][C:14]([C:17]3[CH:18]=[CH:19][C:20]([C:23]([CH3:30])([CH3:29])[C:24]([OH:26])=[O:25])=[CH:21][CH:22]=3)=[CH:13][CH:12]=2)(=[O:9])=[O:10])[CH2:6][CH2:5]1, predict the reactants needed to synthesize it. The reactants are: [CH3:1][O:2][CH2:3][C:4]1([CH2:7][S:8]([C:11]2[CH:16]=[CH:15][C:14]([C:17]3[CH:22]=[CH:21][C:20]([C:23]([CH3:30])([CH3:29])[C:24]([O:26]CC)=[O:25])=[CH:19][CH:18]=3)=[CH:13][CH:12]=2)(=[O:10])=[O:9])[CH2:6][CH2:5]1.O.[OH-].[Li+]. (2) Given the product [CH:3]12[CH2:7][CH:6]([CH:5]=[CH:4]1)[CH2:12][CH2:13]2.[CH3:19][C:12]1[CH:13]=[C:3]([O:2][CH3:1])[CH:4]=[CH:5][C:6]=1[CH:7]=[CH:8][C:9]([O-:11])=[O:10], predict the reactants needed to synthesize it. The reactants are: [CH3:1][O:2][C:3]1[CH:13]=[CH:12][C:6]([CH:7]=[CH:8][C:9]([OH:11])=[O:10])=[CH:5][CH:4]=1.O.ON1C2C=CC=C[C:19]=2N=N1.C(N(CC)CC)C. (3) Given the product [F:15][C:12]1[CH:11]=[C:10]2[C:9]([CH2:4][C:3](=[O:2])[NH:16]2)=[CH:14][CH:13]=1, predict the reactants needed to synthesize it. The reactants are: C[O:2][C:3](=O)[CH:4]([C:9]1[CH:14]=[CH:13][C:12]([F:15])=[CH:11][C:10]=1[N+:16]([O-])=O)C(OC)=O.Cl. (4) Given the product [C:48]([O:47][C:45]([N:43]1[CH2:44][CH:41]([S:26][C:18]2[CH:19]=[C:20]([C:22]([F:25])([F:24])[F:23])[CH:21]=[C:16]([C:15](=[O:27])[N:14]([C:9]3[CH:10]=[N:11][CH:12]=[CH:13][C:8]=3[C:5]3[CH:6]=[CH:7][C:2]([F:1])=[CH:3][C:4]=3[O:29][CH3:30])[CH3:28])[CH:17]=2)[CH2:42]1)=[O:46])([CH3:51])([CH3:49])[CH3:50], predict the reactants needed to synthesize it. The reactants are: [F:1][C:2]1[CH:7]=[CH:6][C:5]([C:8]2[CH:13]=[CH:12][N:11]=[CH:10][C:9]=2[N:14]([CH3:28])[C:15](=[O:27])[C:16]2[CH:21]=[C:20]([C:22]([F:25])([F:24])[F:23])[CH:19]=[C:18]([SH:26])[CH:17]=2)=[C:4]([O:29][CH3:30])[CH:3]=1.CCN(C(C)C)C(C)C.I[CH:41]1[CH2:44][N:43]([C:45]([O:47][C:48]([CH3:51])([CH3:50])[CH3:49])=[O:46])[CH2:42]1.[NH4+].[Cl-].